Dataset: Experimentally validated miRNA-target interactions with 360,000+ pairs, plus equal number of negative samples. Task: Binary Classification. Given a miRNA mature sequence and a target amino acid sequence, predict their likelihood of interaction. (1) The miRNA is hsa-miR-15b-5p with sequence UAGCAGCACAUCAUGGUUUACA. The protein sequence of the target gene is MEERKEEGEAEIQEHGPEHWFSKWERQCLAEAEQDEQLPPELQEEAAAAAQPEHKQQKLWHLFQNSATAVAQLYKDRVCQQPGLSLWVPFQNAATAVTNLYKESVDTHQRSFDIGIQIGYQRRNKDVLAWVKKRRRTIRREDLISFLCGKVPPPRNSRAPPRLTVVSPNRATSTETSSSVETDLQPFREAIALHGLSGAMASISVRSSTPGSPTHVSSGSNASRRRNGLHDVDLNTFISEEMALHLDNGGTRKRTSAQCGDVITDSPTHKRNRMI. Result: 1 (interaction). (2) The miRNA is hsa-miR-92a-1-5p with sequence AGGUUGGGAUCGGUUGCAAUGCU. The protein sequence of the target gene is MASLLWGGDAGAAESERLNSHFSNLSQPRKNLWGIKSTAVRNIDGSINNINEDDEEDVVDLAANSLLNKLIHQSLVESSHRVEVLQKDPSSPLYSVKTFEELRLKEELLKGIYAMGFNRPSKIQEMALPMMLAHPPQNLIAQSQSGTGKTAAFVLAMLSRVNALELFPQCLCLAPTYELALQTGRVVEQMGKFCVDVQVMYAIRGNRIPRGTDITKQIIIGTPGTVLDWCFKLKLIDLTKIRVFVLDEADVMIDTQGFSDHSIRIQRALPSECQMLLFSATFEDSVWHFAERIIPDPNVI.... Result: 0 (no interaction). (3) The miRNA is mmu-miR-20b-5p with sequence CAAAGUGCUCAUAGUGCAGGUAG. The protein sequence of the target gene is MVALSLKISIGNVVKTMQFEPSTMVYDACRMIRERIPEALAGPPNDFGLFLSDDDPKKGIWLEAGKALDYYMLRNGDTMEYRKKQRPLKIRMLDGTVKTIMVDDSKTVTDMLMTICARIGITNHDEYSLVRELMEEKKDEGTGTLRKDKTLLRDEKKMEKLKQKLHTDDELNWLDHGRTLREQGVEEHETLLLRRKFFYSDQNVDSRDPVQLNLLYVQARDDILNGSHPVSFDKACEFAGFQCQIQFGPHNEQKHKAGFLDLKDFLPKEYVKQKGERKIFQAHKNCGQMSEIEAKVRYVK.... Result: 0 (no interaction).